The task is: Predict the product of the given reaction.. This data is from Forward reaction prediction with 1.9M reactions from USPTO patents (1976-2016). (1) Given the reactants [O:1]=[C:2]1[C:6]([C:7]2[CH:12]=[CH:11][CH:10]=[CH:9][CH:8]=2)=[N:5][C:4]2([CH2:17][CH2:16][CH2:15][CH2:14][CH2:13]2)[N:3]1[CH2:18][C:19]([O:21]CC)=[O:20].[OH-].[Na+], predict the reaction product. The product is: [O:1]=[C:2]1[C:6]([C:7]2[CH:12]=[CH:11][CH:10]=[CH:9][CH:8]=2)=[N:5][C:4]2([CH2:17][CH2:16][CH2:15][CH2:14][CH2:13]2)[N:3]1[CH2:18][C:19]([OH:21])=[O:20]. (2) Given the reactants [NH2:1][C:2]1[CH:7]=[CH:6][C:5]([C:8]2[S:12][C:11]([CH2:13][CH2:14][NH:15][S:16]([C:19]([F:22])([F:21])[F:20])(=[O:18])=[O:17])=[N:10][CH:9]=2)=[CH:4][CH:3]=1.[F:23][C:24]1[CH:29]=[C:28]([F:30])[CH:27]=[C:26]([F:31])[C:25]=1[N:32]=[C:33]=[O:34], predict the reaction product. The product is: [F:22][C:19]([F:20])([F:21])[S:16]([NH:15][CH2:14][CH2:13][C:11]1[S:12][C:8]([C:5]2[CH:4]=[CH:3][C:2]([NH:1][C:33]([NH:32][C:25]3[C:26]([F:31])=[CH:27][C:28]([F:30])=[CH:29][C:24]=3[F:23])=[O:34])=[CH:7][CH:6]=2)=[CH:9][N:10]=1)(=[O:18])=[O:17]. (3) The product is: [C:46]([NH:1][C:2]1[CH:3]=[CH:4][C:5]2[O:9][C:8]([C:10]([NH:12][C:13]3[CH:18]=[CH:17][C:16]([C:19]4[CH:20]=[CH:21][C:22]([S:25]([NH:28][C@H:29]([C:33]([OH:35])=[O:34])[CH:30]([CH3:32])[CH3:31])(=[O:26])=[O:27])=[CH:23][CH:24]=4)=[CH:15][CH:14]=3)=[O:11])=[CH:7][C:6]=2[CH:36]=1)(=[O:48])[CH3:47]. Given the reactants [NH2:1][C:2]1[CH:3]=[CH:4][C:5]2[O:9][C:8]([C:10]([NH:12][C:13]3[CH:18]=[CH:17][C:16]([C:19]4[CH:24]=[CH:23][C:22]([S:25]([NH:28][C@H:29]([C:33]([OH:35])=[O:34])[CH:30]([CH3:32])[CH3:31])(=[O:27])=[O:26])=[CH:21][CH:20]=4)=[CH:15][CH:14]=3)=[O:11])=[CH:7][C:6]=2[CH:36]=1.C(N(CC)C(C)C)(C)C.[C:46](Cl)(=[O:48])[CH3:47], predict the reaction product. (4) Given the reactants [O:1]1[CH:5]=[CH:4][CH:3]=[C:2]1[CH2:6][N:7]([CH2:22][C:23]1[CH:28]=[CH:27][C:26]([S:29][C:30]([CH3:39])([CH3:38])[C:31]([O:33]C(C)(C)C)=[O:32])=[CH:25][CH:24]=1)[C:8]1[CH:13]=[C:12]([O:14][C:15]2[CH:20]=[CH:19][C:18]([CH3:21])=[CH:17][CH:16]=2)[N:11]=[CH:10][N:9]=1.[ClH:40], predict the reaction product. The product is: [ClH:40].[O:1]1[CH:5]=[CH:4][CH:3]=[C:2]1[CH2:6][N:7]([CH2:22][C:23]1[CH:24]=[CH:25][C:26]([S:29][C:30]([CH3:39])([CH3:38])[C:31]([OH:33])=[O:32])=[CH:27][CH:28]=1)[C:8]1[CH:13]=[C:12]([O:14][C:15]2[CH:16]=[CH:17][C:18]([CH3:21])=[CH:19][CH:20]=2)[N:11]=[CH:10][N:9]=1.